This data is from Acute oral toxicity (LD50) regression data from Zhu et al.. The task is: Regression/Classification. Given a drug SMILES string, predict its toxicity properties. Task type varies by dataset: regression for continuous values (e.g., LD50, hERG inhibition percentage) or binary classification for toxic/non-toxic outcomes (e.g., AMES mutagenicity, cardiotoxicity, hepatotoxicity). Dataset: ld50_zhu. The molecule is CCOC(C1=NCC(C)(C)CN1)c1cccc(Cl)c1. The rat oral LD50 is 3.47, given as -log10 of the dose in mol/kg body weight (higher means more acutely toxic).